This data is from NCI-60 drug combinations with 297,098 pairs across 59 cell lines. The task is: Regression. Given two drug SMILES strings and cell line genomic features, predict the synergy score measuring deviation from expected non-interaction effect. (1) Cell line: OVCAR-4. Synergy scores: CSS=44.0, Synergy_ZIP=2.73, Synergy_Bliss=4.03, Synergy_Loewe=-38.2, Synergy_HSA=6.48. Drug 1: CC1=C2C(C(=O)C3(C(CC4C(C3C(C(C2(C)C)(CC1OC(=O)C(C(C5=CC=CC=C5)NC(=O)OC(C)(C)C)O)O)OC(=O)C6=CC=CC=C6)(CO4)OC(=O)C)OC)C)OC. Drug 2: C1=CN(C=N1)CC(O)(P(=O)(O)O)P(=O)(O)O. (2) Drug 1: CC1=C(C(=CC=C1)Cl)NC(=O)C2=CN=C(S2)NC3=CC(=NC(=N3)C)N4CCN(CC4)CCO. Drug 2: C1C(C(OC1N2C=NC(=NC2=O)N)CO)O. Cell line: IGROV1. Synergy scores: CSS=0.484, Synergy_ZIP=-1.79, Synergy_Bliss=-1.35, Synergy_Loewe=-4.62, Synergy_HSA=-1.59. (3) Drug 1: CC1=C(C(=CC=C1)Cl)NC(=O)C2=CN=C(S2)NC3=CC(=NC(=N3)C)N4CCN(CC4)CCO. Drug 2: COCCOC1=C(C=C2C(=C1)C(=NC=N2)NC3=CC=CC(=C3)C#C)OCCOC.Cl. Cell line: OVCAR-5. Synergy scores: CSS=8.76, Synergy_ZIP=-3.28, Synergy_Bliss=-1.51, Synergy_Loewe=2.77, Synergy_HSA=2.92. (4) Cell line: UO-31. Drug 1: C1CC(=O)NC(=O)C1N2CC3=C(C2=O)C=CC=C3N. Drug 2: CC1=CC2C(CCC3(C2CCC3(C(=O)C)OC(=O)C)C)C4(C1=CC(=O)CC4)C. Synergy scores: CSS=-1.52, Synergy_ZIP=-0.516, Synergy_Bliss=-2.18, Synergy_Loewe=-2.78, Synergy_HSA=-2.78. (5) Drug 1: CCCCCOC(=O)NC1=NC(=O)N(C=C1F)C2C(C(C(O2)C)O)O. Drug 2: CCN(CC)CCNC(=O)C1=C(NC(=C1C)C=C2C3=C(C=CC(=C3)F)NC2=O)C. Cell line: SNB-75. Synergy scores: CSS=1.45, Synergy_ZIP=0.730, Synergy_Bliss=1.37, Synergy_Loewe=0.194, Synergy_HSA=0.450. (6) Drug 2: C1=NC(=NC(=O)N1C2C(C(C(O2)CO)O)O)N. Cell line: OVCAR3. Synergy scores: CSS=33.2, Synergy_ZIP=6.91, Synergy_Bliss=14.7, Synergy_Loewe=5.38, Synergy_HSA=5.49. Drug 1: C1C(C(OC1N2C=C(C(=O)NC2=O)F)CO)O. (7) Drug 1: C1CCC(C1)C(CC#N)N2C=C(C=N2)C3=C4C=CNC4=NC=N3. Drug 2: C1CCC(CC1)NC(=O)N(CCCl)N=O. Cell line: OVCAR-8. Synergy scores: CSS=24.9, Synergy_ZIP=14.9, Synergy_Bliss=19.0, Synergy_Loewe=16.4, Synergy_HSA=16.7. (8) Synergy scores: CSS=95.1, Synergy_ZIP=3.58, Synergy_Bliss=3.15, Synergy_Loewe=5.37, Synergy_HSA=6.87. Drug 1: C1CN(CCN1C(=O)CCBr)C(=O)CCBr. Cell line: MOLT-4. Drug 2: CCC1(C2=C(COC1=O)C(=O)N3CC4=CC5=C(C=CC(=C5CN(C)C)O)N=C4C3=C2)O.Cl. (9) Drug 1: CS(=O)(=O)OCCCCOS(=O)(=O)C. Drug 2: C1CN(P(=O)(OC1)NCCCl)CCCl. Cell line: OVCAR-5. Synergy scores: CSS=15.8, Synergy_ZIP=-6.08, Synergy_Bliss=-3.07, Synergy_Loewe=-6.77, Synergy_HSA=-0.665. (10) Drug 1: C1CCN(CC1)CCOC2=CC=C(C=C2)C(=O)C3=C(SC4=C3C=CC(=C4)O)C5=CC=C(C=C5)O. Drug 2: CC1C(C(CC(O1)OC2CC(OC(C2O)C)OC3=CC4=CC5=C(C(=O)C(C(C5)C(C(=O)C(C(C)O)O)OC)OC6CC(C(C(O6)C)O)OC7CC(C(C(O7)C)O)OC8CC(C(C(O8)C)O)(C)O)C(=C4C(=C3C)O)O)O)O. Cell line: PC-3. Synergy scores: CSS=0.217, Synergy_ZIP=2.60, Synergy_Bliss=5.77, Synergy_Loewe=6.11, Synergy_HSA=4.68.